This data is from Forward reaction prediction with 1.9M reactions from USPTO patents (1976-2016). The task is: Predict the product of the given reaction. Given the reactants [NH:1]1[CH2:6][CH2:5][O:4][CH2:3][CH2:2]1.[CH3:7][N:8]1[C:12]([C:13](=[O:30])[NH:14][C:15]2[CH:16]=[CH:17][C:18]3[N:19]([N:21]=[C:22]([N:24]4[CH2:29][CH2:28][O:27][CH2:26][CH2:25]4)[N:23]=3)[CH:20]=2)=[C:11]([C:31](O)=[O:32])[CH:10]=[N:9]1, predict the reaction product. The product is: [N:24]1([C:22]2[N:23]=[C:18]3[CH:17]=[CH:16][C:15]([NH:14][C:13]([C:12]4[N:8]([CH3:7])[N:9]=[CH:10][C:11]=4[C:31]([N:1]4[CH2:6][CH2:5][O:4][CH2:3][CH2:2]4)=[O:32])=[O:30])=[CH:20][N:19]3[N:21]=2)[CH2:25][CH2:26][O:27][CH2:28][CH2:29]1.